This data is from Retrosynthesis with 50K atom-mapped reactions and 10 reaction types from USPTO. The task is: Predict the reactants needed to synthesize the given product. (1) Given the product CC(Oc1ccc(Oc2ccc(C(F)(F)F)cc2)cc1)C(=O)N1CCCO1, predict the reactants needed to synthesize it. The reactants are: C1CNOC1.CC(Oc1ccc(Oc2ccc(C(F)(F)F)cc2)cc1)C(=O)Cl. (2) Given the product CS(=O)(=O)Nc1ccc2c(c1)CCC2=O, predict the reactants needed to synthesize it. The reactants are: CS(=O)(=O)Cl.Nc1ccc2c(c1)CCC2=O. (3) Given the product CCNC(=O)c1cccc([C@H](C)Nc2nccc(-n3cnc4ccccc43)n2)c1, predict the reactants needed to synthesize it. The reactants are: CCN.C[C@H](Nc1nccc(-n2cnc3ccccc32)n1)c1cccc(C(=O)O)c1. (4) Given the product CC(C)Cc1nn(C)c(=O)c2c(SCCCC(=O)O)n(Cc3cccc4ccccc34)cc12, predict the reactants needed to synthesize it. The reactants are: COC(=O)CCCSc1c2c(=O)n(C)nc(CC(C)C)c2cn1Cc1cccc2ccccc12. (5) The reactants are: CC(C)(C)OC(=O)OC(=O)OC(C)(C)C.Cc1cc(N)n[nH]1. Given the product Cc1cc(N)nn1C(=O)OC(C)(C)C, predict the reactants needed to synthesize it. (6) Given the product Nc1cc(N2CCOCC2)ccc1[N+](=O)[O-], predict the reactants needed to synthesize it. The reactants are: C1COCCN1.Nc1cc(Cl)ccc1[N+](=O)[O-]. (7) Given the product CC1c2cccc(N)c2CCN1C, predict the reactants needed to synthesize it. The reactants are: CC1c2cccc(N)c2C=CN1C.